Dataset: Full USPTO retrosynthesis dataset with 1.9M reactions from patents (1976-2016). Task: Predict the reactants needed to synthesize the given product. (1) The reactants are: [CH3:1][CH:2]([C:16]([OH:18])=[O:17])[C:3]1[CH:4]=[CH:5][C:6]([CH2:9][CH:10]2[C:14](=[O:15])[CH2:13][CH2:12][CH2:11]2)=[CH:7][CH:8]=1.[CH3:19][C:20]1[CH:21]=[CH:22][C:23]([C:26]([CH:28]([CH2:30][N:31]2[CH2:36][CH2:35][CH2:34][CH2:33][CH2:32]2)[CH3:29])=[O:27])=[CH:24][CH:25]=1. Given the product [CH3:1][CH:2]([C:16]([OH:18])=[O:17])[C:3]1[CH:4]=[CH:5][C:6]([CH2:9][CH:10]2[C:14](=[O:15])[CH2:13][CH2:12][CH2:11]2)=[CH:7][CH:8]=1.[CH3:19][C:20]1[CH:21]=[CH:22][C:23]([C:26]([CH:28]([CH2:30][N:31]2[CH2:36][CH2:35][CH2:34][CH2:33][CH2:32]2)[CH3:29])=[O:27])=[CH:24][CH:25]=1, predict the reactants needed to synthesize it. (2) Given the product [NH2:28][C:10]1[CH:11]=[C:12]([N:15]2[CH2:20][CH2:19][N:18]([C:21]([O:23][C:24]([CH3:27])([CH3:26])[CH3:25])=[O:22])[CH2:17][CH2:16]2)[CH:13]=[CH:14][C:9]=1[N:8]([C:6]([O:5][C:1]([CH3:4])([CH3:3])[CH3:2])=[O:7])[C:31]1[CH:36]=[C:35]([N:37]([CH3:61])[C:38]([N:40]([C:49]2[C:50]([Cl:60])=[C:51]([O:58][CH3:59])[CH:52]=[C:53]([O:56][CH3:57])[C:54]=2[Cl:55])[CH2:41][O:42][CH2:43][CH2:44][Si:45]([CH3:48])([CH3:46])[CH3:47])=[O:39])[N:34]=[CH:33][N:32]=1, predict the reactants needed to synthesize it. The reactants are: [C:1]([O:5][C:6]([N:8]([C:31]1[CH:36]=[C:35]([N:37]([CH3:61])[C:38]([N:40]([C:49]2[C:54]([Cl:55])=[C:53]([O:56][CH3:57])[CH:52]=[C:51]([O:58][CH3:59])[C:50]=2[Cl:60])[CH2:41][O:42][CH2:43][CH2:44][Si:45]([CH3:48])([CH3:47])[CH3:46])=[O:39])[N:34]=[CH:33][N:32]=1)[C:9]1[CH:14]=[CH:13][C:12]([N:15]2[CH2:20][CH2:19][N:18]([C:21]([O:23][C:24]([CH3:27])([CH3:26])[CH3:25])=[O:22])[CH2:17][CH2:16]2)=[CH:11][C:10]=1[N+:28]([O-])=O)=[O:7])([CH3:4])([CH3:3])[CH3:2]. (3) Given the product [Cl:19][C:20]1[N:25]=[C:24]([C:2]2[CH:7]=[C:6]([C:8]3[CH:13]=[CH:12][C:11]([C:14]([F:17])([F:16])[F:15])=[CH:10][CH:9]=3)[CH:5]=[C:4]([CH3:18])[N:3]=2)[CH:23]=[CH:22][N:21]=1, predict the reactants needed to synthesize it. The reactants are: I[C:2]1[CH:7]=[C:6]([C:8]2[CH:13]=[CH:12][C:11]([C:14]([F:17])([F:16])[F:15])=[CH:10][CH:9]=2)[CH:5]=[C:4]([CH3:18])[N:3]=1.[Cl:19][C:20]1[N:25]=[C:24](Cl)[CH:23]=[CH:22][N:21]=1. (4) The reactants are: [CH3:1][O:2][C:3](=[O:40])[C@@H:4]([NH:31][C:32]([O:34][CH:35]1[CH2:39][CH2:38][CH2:37][CH2:36]1)=[O:33])[CH2:5][CH2:6][CH2:7][CH2:8][CH2:9][CH2:10][CH2:11][NH:12][C:13]1[CH:18]=[CH:17][CH:16]=[CH:15][C:14]=1[S:19](=[O:30])(=[O:29])[NH:20][C:21]([C@@:23]1([NH2:28])[CH2:25][C@H:24]1[CH:26]=[CH2:27])=[O:22].[C:41]([O:45][C:46]([N:48]1[CH2:52][CH2:51][CH2:50][C@H:49]1[C:53](O)=[O:54])=[O:47])([CH3:44])([CH3:43])[CH3:42].CN(C(ON1N=NC2C=CC=NC1=2)=[N+](C)C)C.F[P-](F)(F)(F)(F)F.CCN(C(C)C)C(C)C. Given the product [C:41]([O:45][C:46]([N:48]1[CH2:52][CH2:51][CH2:50][C@H:49]1[C:53](=[O:54])[NH:28][C@:23]1([C:21]([NH:20][S:19]([C:14]2[CH:15]=[CH:16][CH:17]=[CH:18][C:13]=2[NH:12][CH2:11][CH2:10][CH2:9][CH2:8][CH2:7][CH2:6][CH2:5][C@H:4]([NH:31][C:32]([O:34][CH:35]2[CH2:39][CH2:38][CH2:37][CH2:36]2)=[O:33])[C:3]([O:2][CH3:1])=[O:40])(=[O:29])=[O:30])=[O:22])[CH2:25][C@H:24]1[CH:26]=[CH2:27])=[O:47])([CH3:44])([CH3:43])[CH3:42], predict the reactants needed to synthesize it. (5) The reactants are: O[CH2:2][C@H:3]1[NH:7][C:6](=[O:8])[CH2:5][CH2:4]1.[C:9]1(=[O:19])[NH:13][C:12](=[O:14])[C:11]2=[CH:15][CH:16]=[CH:17][CH:18]=[C:10]12.C1(P(C2C=CC=CC=2)C2C=CC=CC=2)C=CC=CC=1. Given the product [O:8]=[C:6]1[NH:7][C@H:3]([CH2:2][N:13]2[C:9](=[O:19])[C:10]3[C:11](=[CH:15][CH:16]=[CH:17][CH:18]=3)[C:12]2=[O:14])[CH2:4][CH2:5]1, predict the reactants needed to synthesize it.